From a dataset of Peptide-MHC class II binding affinity with 134,281 pairs from IEDB. Regression. Given a peptide amino acid sequence and an MHC pseudo amino acid sequence, predict their binding affinity value. This is MHC class II binding data. (1) The peptide sequence is KLMNSPEFHLVFGNC. The MHC is DRB5_0101 with pseudo-sequence DRB5_0101. The binding affinity (normalized) is 0.341. (2) The peptide sequence is YDKFLAWVSTVLTGK. The MHC is DRB1_0405 with pseudo-sequence DRB1_0405. The binding affinity (normalized) is 0.621. (3) The peptide sequence is INEPTAAAIAYILDR. The MHC is HLA-DQA10501-DQB10301 with pseudo-sequence HLA-DQA10501-DQB10301. The binding affinity (normalized) is 0.355. (4) The peptide sequence is EAENITTGCAEHCSL. The MHC is DRB1_0401 with pseudo-sequence DRB1_0401. The binding affinity (normalized) is 0.175. (5) The peptide sequence is SGAGWSGMAEATSLD. The MHC is DRB1_0101 with pseudo-sequence DRB1_0101. The binding affinity (normalized) is 0.572. (6) The MHC is DRB1_0802 with pseudo-sequence DRB1_0802. The peptide sequence is YDKFLANVSTVLTVK. The binding affinity (normalized) is 0.890. (7) The peptide sequence is SPWSWPDLDLKPGAA. The MHC is DRB1_0404 with pseudo-sequence DRB1_0404. The binding affinity (normalized) is 0. (8) The peptide sequence is GCQTYKWETFLTSEL. The MHC is DRB1_0701 with pseudo-sequence DRB1_0701. The binding affinity (normalized) is 0.385. (9) The peptide sequence is IAYQEDEFFECFKYL. The MHC is DRB4_0101 with pseudo-sequence DRB4_0103. The binding affinity (normalized) is 0.461.